Dataset: Forward reaction prediction with 1.9M reactions from USPTO patents (1976-2016). Task: Predict the product of the given reaction. (1) Given the reactants [C:1]1([SH:7])[CH:6]=[CH:5][CH:4]=[CH:3][CH:2]=1.[H-].[Na+].[C:10]([O:14][C:15]([N:17]1[CH2:22][CH2:21][CH:20]([CH2:23]OS(C)(=O)=O)[CH2:19][CH2:18]1)=[O:16])([CH3:13])([CH3:12])[CH3:11].C(O)C, predict the reaction product. The product is: [C:10]([O:14][C:15]([N:17]1[CH2:22][CH2:21][CH:20]([CH2:23][S:7][C:1]2[CH:6]=[CH:5][CH:4]=[CH:3][CH:2]=2)[CH2:19][CH2:18]1)=[O:16])([CH3:13])([CH3:11])[CH3:12]. (2) Given the reactants [CH2:1]([O:3][C:4]([C:6]1([CH3:27])[CH2:11][CH2:10][N:9]([C:12]2[CH2:26][C:15]3([CH2:18][N:17]([C:19](OC(C)(C)C)=O)[CH2:16]3)[O:14][N:13]=2)[CH2:8][CH2:7]1)=[O:5])[CH3:2].[CH:28]1([C:31]2[CH:36]=[C:35](C=O)[C:34]([O:39][CH:40]([CH3:42])[CH3:41])=[CH:33][C:32]=2[C:43]2[CH:48]=[CH:47][C:46]([F:49])=[CH:45][CH:44]=2)[CH2:30][CH2:29]1, predict the reaction product. The product is: [CH:28]1([C:31]2[CH:36]=[C:35]([CH2:19][N:17]3[CH2:18][C:15]4([CH2:26][C:12]([N:9]5[CH2:10][CH2:11][C:6]([CH3:27])([C:4]([O:3][CH2:1][CH3:2])=[O:5])[CH2:7][CH2:8]5)=[N:13][O:14]4)[CH2:16]3)[C:34]([O:39][CH:40]([CH3:42])[CH3:41])=[CH:33][C:32]=2[C:43]2[CH:44]=[CH:45][C:46]([F:49])=[CH:47][CH:48]=2)[CH2:30][CH2:29]1.